This data is from Full USPTO retrosynthesis dataset with 1.9M reactions from patents (1976-2016). The task is: Predict the reactants needed to synthesize the given product. (1) Given the product [I:1][C:2]1[N:7]=[N:6][C:5]([N:8]2[CH2:9][CH2:10][N:11]([C:25]([C:24]3[CH:28]=[CH:29][CH:30]=[CH:31][C:23]=3[C:22]([F:21])([F:32])[F:33])=[O:26])[CH2:12][CH2:13]2)=[CH:4][CH:3]=1, predict the reactants needed to synthesize it. The reactants are: [I:1][C:2]1[N:7]=[N:6][C:5]([N:8]2[CH2:13][CH2:12][NH:11][CH2:10][CH2:9]2)=[CH:4][CH:3]=1.C(N(CC)CC)C.[F:21][C:22]([F:33])([F:32])[C:23]1[CH:31]=[CH:30][CH:29]=[CH:28][C:24]=1[C:25](Cl)=[O:26]. (2) Given the product [CH3:1][CH:2]([NH:4][S:5]([C:8]1[CH:13]=[CH:12][C:11]([C:18]2[CH:19]=[CH:20][C:21]([O:24][CH2:25][CH:26]3[CH2:27][CH2:28][N:29]([C:32]([O:34][CH:35]([CH3:37])[CH3:36])=[O:33])[CH2:30][CH2:31]3)=[CH:22][CH:23]=2)=[CH:10][CH:9]=1)(=[O:7])=[O:6])[CH3:3], predict the reactants needed to synthesize it. The reactants are: [CH3:1][CH:2]([NH:4][S:5]([C:8]1[CH:13]=[CH:12][C:11](B(O)O)=[CH:10][CH:9]=1)(=[O:7])=[O:6])[CH3:3].Br[C:18]1[CH:23]=[CH:22][C:21]([O:24][CH2:25][CH:26]2[CH2:31][CH2:30][N:29]([C:32]([O:34][CH:35]([CH3:37])[CH3:36])=[O:33])[CH2:28][CH2:27]2)=[CH:20][CH:19]=1.